This data is from NCI-60 drug combinations with 297,098 pairs across 59 cell lines. The task is: Regression. Given two drug SMILES strings and cell line genomic features, predict the synergy score measuring deviation from expected non-interaction effect. (1) Drug 1: COC1=C(C=C2C(=C1)N=CN=C2NC3=CC(=C(C=C3)F)Cl)OCCCN4CCOCC4. Drug 2: COC1=NC(=NC2=C1N=CN2C3C(C(C(O3)CO)O)O)N. Cell line: HCT116. Synergy scores: CSS=15.9, Synergy_ZIP=-3.75, Synergy_Bliss=3.87, Synergy_Loewe=-11.4, Synergy_HSA=2.33. (2) Cell line: SNB-19. Drug 1: C1CC(=O)NC(=O)C1N2CC3=C(C2=O)C=CC=C3N. Drug 2: C1=NC2=C(N1)C(=S)N=CN2. Synergy scores: CSS=8.82, Synergy_ZIP=-2.26, Synergy_Bliss=0.382, Synergy_Loewe=-2.25, Synergy_HSA=2.03. (3) Drug 1: CC1CCC2CC(C(=CC=CC=CC(CC(C(=O)C(C(C(=CC(C(=O)CC(OC(=O)C3CCCCN3C(=O)C(=O)C1(O2)O)C(C)CC4CCC(C(C4)OC)OCCO)C)C)O)OC)C)C)C)OC. Drug 2: CC1C(C(CC(O1)OC2CC(CC3=C2C(=C4C(=C3O)C(=O)C5=CC=CC=C5C4=O)O)(C(=O)C)O)N)O. Cell line: NCIH23. Synergy scores: CSS=47.9, Synergy_ZIP=1.55, Synergy_Bliss=4.16, Synergy_Loewe=7.68, Synergy_HSA=8.54. (4) Drug 1: C1=NC2=C(N1)C(=S)N=C(N2)N. Drug 2: C1C(C(OC1N2C=NC3=C2NC=NCC3O)CO)O. Cell line: SK-MEL-28. Synergy scores: CSS=3.80, Synergy_ZIP=-3.71, Synergy_Bliss=-1.10, Synergy_Loewe=-11.7, Synergy_HSA=-2.68. (5) Drug 1: CC1=C(C=C(C=C1)NC(=O)C2=CC=C(C=C2)CN3CCN(CC3)C)NC4=NC=CC(=N4)C5=CN=CC=C5. Drug 2: CC1C(C(CC(O1)OC2CC(OC(C2O)C)OC3=CC4=CC5=C(C(=O)C(C(C5)C(C(=O)C(C(C)O)O)OC)OC6CC(C(C(O6)C)O)OC7CC(C(C(O7)C)O)OC8CC(C(C(O8)C)O)(C)O)C(=C4C(=C3C)O)O)O)O. Cell line: PC-3. Synergy scores: CSS=43.7, Synergy_ZIP=0.992, Synergy_Bliss=1.95, Synergy_Loewe=-12.2, Synergy_HSA=-0.299.